This data is from Full USPTO retrosynthesis dataset with 1.9M reactions from patents (1976-2016). The task is: Predict the reactants needed to synthesize the given product. (1) Given the product [CH2:1]([O:8][C:9]1[C:14]([O:15][CH2:16][C@H:17]2[CH2:19][O:18]2)=[CH:13][CH:12]=[C:11]([Cl:20])[C:10]=1[C:21]1[CH:26]=[CH:25][CH:24]=[CH:23][C:22]=1[CH3:28])[C:2]1[CH:7]=[CH:6][CH:5]=[CH:4][CH:3]=1, predict the reactants needed to synthesize it. The reactants are: [CH2:1]([O:8][C:9]1[C:14]([O:15][CH2:16][C@H:17]2[CH2:19][O:18]2)=[CH:13][CH:12]=[C:11]([Cl:20])[C:10]=1[C:21]1[CH:26]=[CH:25][CH:24]=[CH:23][C:22]=1Cl)[C:2]1[CH:7]=[CH:6][CH:5]=[CH:4][CH:3]=1.[CH2:28](OC1C(O)=CC=C(Cl)C=1C1C=CC=CC=1C)C1C=CC=CC=1. (2) Given the product [Br:31][CH2:29][CH2:28][NH:27][S:24]([C:3]1[CH:4]=[CH:5][C:6]([C:8]2[C:9]3[C:10]4[CH:23]=[CH:22][S:21][C:11]=4[C:12](=[O:20])[NH:13][C:14]=3[CH:15]=[CH:16][C:17]=2[OH:18])=[CH:7][C:2]=1[F:1])(=[O:26])=[O:25], predict the reactants needed to synthesize it. The reactants are: [F:1][C:2]1[CH:7]=[C:6]([C:8]2[C:9]3[C:10]4[CH:23]=[CH:22][S:21][C:11]=4[C:12](=[O:20])[NH:13][C:14]=3[CH:15]=[CH:16][C:17]=2[O:18]C)[CH:5]=[CH:4][C:3]=1[S:24]([NH:27][CH2:28][CH2:29]O)(=[O:26])=[O:25].[Br:31]B(Br)Br. (3) Given the product [CH2:6]([O:13][C:14]1[CH:23]=[C:22]2[C:17]([C:18]([Cl:3])=[N:19][CH:20]=[N:21]2)=[CH:16][C:15]=1[O:25][CH3:26])[C:7]1[CH:12]=[CH:11][CH:10]=[CH:9][CH:8]=1, predict the reactants needed to synthesize it. The reactants are: P(Cl)(Cl)([Cl:3])=O.[CH2:6]([O:13][C:14]1[CH:23]=[C:22]2[C:17]([C:18](=O)[NH:19][CH:20]=[N:21]2)=[CH:16][C:15]=1[O:25][CH3:26])[C:7]1[CH:12]=[CH:11][CH:10]=[CH:9][CH:8]=1.C(N(C(C)C)CC)(C)C.[OH-].[Na+]. (4) The reactants are: [CH2:1]([O:3][C:4]([C:6]1[N:7]=[CH:8][N:9]2[C:15]=1[CH2:14][N:13](CC1C=CC(OC)=CC=1OC)[C:12](=[O:27])[C:11]1[CH:28]=[C:29]([CH:32]([CH3:34])[CH3:33])[CH:30]=[CH:31][C:10]2=1)=[O:5])[CH3:2].FC(F)(F)S(O)(=O)=O. Given the product [CH2:1]([O:3][C:4]([C:6]1[N:7]=[CH:8][N:9]2[C:15]=1[CH2:14][NH:13][C:12](=[O:27])[C:11]1[CH:28]=[C:29]([CH:32]([CH3:33])[CH3:34])[CH:30]=[CH:31][C:10]2=1)=[O:5])[CH3:2], predict the reactants needed to synthesize it. (5) Given the product [CH2:1]([O:3][C:4]([C:5]1[C:6](=[O:7])[O:8][NH:21][CH:11]=1)=[O:15])[CH3:2], predict the reactants needed to synthesize it. The reactants are: [CH2:1]([O:3][C:4](=[O:15])[C:5](=[CH:11]OCC)[C:6]([O:8]CC)=[O:7])[CH3:2].Cl.NO.C([N:21](CC)CC)C.Cl. (6) Given the product [NH2:1][C:2]1[C:3]([O:13][CH3:14])=[CH:4][C:5]([C:6]([O:8][CH2:9][CH3:10])=[O:7])=[CH:11][C:12]=1[Cl:18], predict the reactants needed to synthesize it. The reactants are: [NH2:1][C:2]1[CH:12]=[CH:11][C:5]([C:6]([O:8][CH2:9][CH3:10])=[O:7])=[CH:4][C:3]=1[O:13][CH3:14].C(#N)C.[Cl:18]N1C(=O)CCC1=O. (7) Given the product [NH2:8][C:6]1[CH:5]=[C:4]([CH3:11])[C:3](=[O:12])[N:2]([CH3:1])[CH:7]=1, predict the reactants needed to synthesize it. The reactants are: [CH3:1][N:2]1[CH:7]=[C:6]([N+:8]([O-])=O)[CH:5]=[C:4]([CH3:11])[C:3]1=[O:12].C1COCC1. (8) The reactants are: C1N(P(Cl)(N2C(=O)OCC2)=O)C(=O)OC1.[OH:16][C:17]([CH:19]([C:21]1[CH:30]=[CH:29][C:24]([CH2:25][CH:26]([CH3:28])[CH3:27])=[CH:23][CH:22]=1)[CH3:20])=[O:18].O[C:32]1[CH:48]=[CH:47][C:35]([C:36]([O:38][CH2:39][CH:40]2[CH2:44][O:43][C:42]([CH3:46])([CH3:45])[O:41]2)=[O:37])=[CH:34][CH:33]=1.C(N(CC)CC)C. Given the product [CH2:25]([C:24]1[CH:23]=[CH:22][C:21]([CH:19]([CH3:20])[C:17]([O:16][C:32]2[CH:48]=[CH:47][C:35]([C:36]([O:38][CH2:39][CH:40]3[CH2:44][O:43][C:42]([CH3:46])([CH3:45])[O:41]3)=[O:37])=[CH:34][CH:33]=2)=[O:18])=[CH:30][CH:29]=1)[CH:26]([CH3:27])[CH3:28], predict the reactants needed to synthesize it.